This data is from Forward reaction prediction with 1.9M reactions from USPTO patents (1976-2016). The task is: Predict the product of the given reaction. (1) The product is: [CH:12]1[CH:11]=[C:10]2[C:9]([CH2:16][C@@:17]([OH:21])([C:18]([OH:20])=[O:19])[CH2:3][C@H:2]([NH2:1])[C:4]([OH:6])=[O:5])=[CH:8][NH:7][C:15]2=[CH:14][CH:13]=1. Given the reactants [NH2:1][C@H:2]([C:4]([OH:6])=[O:5])[CH3:3].[NH:7]1[C:15]2[C:10](=[CH:11][CH:12]=[CH:13][CH:14]=2)[C:9]([CH2:16][C:17](=[O:21])[C:18]([OH:20])=[O:19])=[CH:8]1, predict the reaction product. (2) Given the reactants FC(F)(F)C(O)=O.[C:8]([NH:16][C:17]1[CH:29]=[C:28]([C:30]2[CH:35]=[CH:34][C:33]([N:36]([CH3:38])[CH3:37])=[CH:32][CH:31]=2)[CH:27]=[CH:26][C:18]=1[C:19]([O:21]C(C)(C)C)=[O:20])(=[O:15])[C:9]1[CH:14]=[CH:13][CH:12]=[CH:11][CH:10]=1, predict the reaction product. The product is: [C:8]([NH:16][C:17]1[CH:29]=[C:28]([C:30]2[CH:31]=[CH:32][C:33]([N:36]([CH3:38])[CH3:37])=[CH:34][CH:35]=2)[CH:27]=[CH:26][C:18]=1[C:19]([OH:21])=[O:20])(=[O:15])[C:9]1[CH:10]=[CH:11][CH:12]=[CH:13][CH:14]=1. (3) Given the reactants [OH-].[K+].[CH3:3][C:4](=[O:12])[CH2:5][CH2:6][CH2:7][CH2:8][CH2:9][CH2:10][CH3:11].O=[CH:14][C:15]1[CH:23]=[CH:22][C:20]([OH:21])=[C:17]([O:18][CH3:19])[CH:16]=1, predict the reaction product. The product is: [OH:21][C:20]1[CH:22]=[CH:23][C:15]([CH:14]=[CH:3][C:4](=[O:12])[CH2:5][CH2:6][CH2:7][CH2:8][CH2:9][CH2:10][CH3:11])=[CH:16][C:17]=1[O:18][CH3:19]. (4) Given the reactants [Cl:1][C:2]1[CH:3]=[C:4]2[C:8](=[CH:9][CH:10]=1)[NH:7][C:6]([S:11]([CH2:14][CH2:15][C:16]([N:18]([CH:20]1[CH2:25][CH2:24][N:23]([C:26]([O:28][C:29]([CH3:32])([CH3:31])[CH3:30])=[O:27])[CH2:22][CH2:21]1)[CH3:19])=[O:17])(=[O:13])=[O:12])=[CH:5]2.[H-].[Na+].[CH3:35]I, predict the reaction product. The product is: [Cl:1][C:2]1[CH:3]=[C:4]2[C:8](=[CH:9][CH:10]=1)[N:7]([CH3:35])[C:6]([S:11]([CH2:14][CH2:15][C:16]([N:18]([CH:20]1[CH2:25][CH2:24][N:23]([C:26]([O:28][C:29]([CH3:32])([CH3:31])[CH3:30])=[O:27])[CH2:22][CH2:21]1)[CH3:19])=[O:17])(=[O:12])=[O:13])=[CH:5]2.